Regression/Classification. Given a drug SMILES string, predict its absorption, distribution, metabolism, or excretion properties. Task type varies by dataset: regression for continuous measurements (e.g., permeability, clearance, half-life) or binary classification for categorical outcomes (e.g., BBB penetration, CYP inhibition). For this dataset (caco2_wang), we predict Y. From a dataset of Caco-2 cell permeability data measuring drug intestinal absorption for ~900 compounds. (1) The molecule is C=C1NC(N)=Nc2c1ncn2COCCOC(=O)[C@H](N)CO. The Y is -5.33 log Papp (cm/s). (2) The molecule is COc1ccc([C@@H]2Sc3ccccc3N(CCN(C)C)C(=O)[C@@H]2OC(C)=O)cc1. The Y is -4.40 log Papp (cm/s). (3) The drug is CCOC(=O)c1c(Cl)cc(Cl)cc1-c1ccc([C@@H](C)NC(=O)C2(NC(=O)C(F)(F)F)CC2)c(F)c1. The Y is -4.60 log Papp (cm/s).